From a dataset of Full USPTO retrosynthesis dataset with 1.9M reactions from patents (1976-2016). Predict the reactants needed to synthesize the given product. (1) Given the product [CH:18]1([N:23]2[CH2:28][CH2:27][CH:26]([O:1][C:2]3[CH:7]=[CH:6][C:5]([C:8]4([C:14]#[N:15])[CH2:13][CH2:12][O:11][CH2:10][CH2:9]4)=[CH:4][CH:3]=3)[CH2:25][CH2:24]2)[CH2:19][CH2:20][CH2:21][CH2:22]1, predict the reactants needed to synthesize it. The reactants are: [OH:1][C:2]1[CH:7]=[CH:6][C:5]([C:8]2([C:14]#[N:15])[CH2:13][CH2:12][O:11][CH2:10][CH2:9]2)=[CH:4][CH:3]=1.[H-].[Na+].[CH:18]1([N:23]2[CH2:28][CH2:27][CH:26](OS(C)(=O)=O)[CH2:25][CH2:24]2)[CH2:22][CH2:21][CH2:20][CH2:19]1. (2) Given the product [CH3:2][C:1]([CH3:6])=[O:7].[CH3:11][C:10]1[CH2:9][CH2:25][C:24]([OH:7])([CH:37]([CH3:39])[CH3:36])[CH2:23][CH:22]=1.[C:1]1(=[O:7])[CH2:6][CH2:5][CH2:4][CH2:3][CH2:2]1, predict the reactants needed to synthesize it. The reactants are: [C:1]1(=[O:7])[CH2:6][CH2:5][CH2:4][CH2:3][CH2:2]1.C(OCCCCCCCC)(=O)[C:9]1[C:10](=[CH:22][CH:23]=[CH:24][CH:25]=1)[C:11](OCCCCCCCC)=O.[CH3:36][C:37]([CH3:39])=O. (3) Given the product [Cl:46][C:41]1[CH:42]=[C:43]([CH3:45])[CH:44]=[C:2]([Cl:1])[C:3]=1[O:4][CH2:5][CH2:6][O:7][C:8]1[CH:13]=[CH:12][C:11]([CH2:14][CH:15]([C:25]2[CH:30]=[CH:29][C:28]([C:48]3[CH:53]=[CH:52][CH:51]=[CH:50][C:49]=3[CH2:54][CH2:55][CH2:56][OH:57])=[CH:27][C:26]=2[CH3:40])[CH2:16][NH:17][C:18](=[O:24])[O:19][C:20]([CH3:22])([CH3:23])[CH3:21])=[CH:10][CH:9]=1, predict the reactants needed to synthesize it. The reactants are: [Cl:1][C:2]1[CH:44]=[C:43]([CH3:45])[CH:42]=[C:41]([Cl:46])[C:3]=1[O:4][CH2:5][CH2:6][O:7][C:8]1[CH:13]=[CH:12][C:11]([CH2:14][CH:15]([C:25]2[CH:30]=[CH:29][C:28](B3OC(C)(C)C(C)(C)O3)=[CH:27][C:26]=2[CH3:40])[CH2:16][NH:17][C:18](=[O:24])[O:19][C:20]([CH3:23])([CH3:22])[CH3:21])=[CH:10][CH:9]=1.Br[C:48]1[CH:53]=[CH:52][CH:51]=[CH:50][C:49]=1[CH2:54][CH2:55][CH2:56][OH:57]. (4) Given the product [Br:1][C:2]1[CH:3]=[CH:4][C:5]([F:11])=[C:6](/[C:8](=[N:18]/[S@@:16]([C:13]([CH3:15])([CH3:14])[CH3:12])=[O:17])/[CH3:9])[CH:7]=1, predict the reactants needed to synthesize it. The reactants are: [Br:1][C:2]1[CH:3]=[CH:4][C:5]([F:11])=[C:6]([C:8](=O)[CH3:9])[CH:7]=1.[CH3:12][C:13]([S@:16]([NH2:18])=[O:17])([CH3:15])[CH3:14].C(C(C(C([O-])=O)O)O)([O-])=O.[Na+].[K+].S(=O)(=O)(O)O.C([O-])([O-])=O.[Na+].[Na+].